From a dataset of Catalyst prediction with 721,799 reactions and 888 catalyst types from USPTO. Predict which catalyst facilitates the given reaction. (1) Reactant: [NH2:1][C:2]1[CH:7]=[N:6][C:5](Br)=[CH:4][N:3]=1.[Br:9][C:10]1[CH:15]=[CH:14][C:13](B(O)O)=[C:12]([F:19])[CH:11]=1. Product: [Br:9][C:10]1[CH:15]=[CH:14][C:13]([C:10]2[CH:15]=[CH:14][C:13]([C:5]3[N:6]=[CH:7][C:2]([NH2:1])=[N:3][CH:4]=3)=[C:12]([F:19])[CH:11]=2)=[C:12]([F:19])[CH:11]=1. The catalyst class is: 57. (2) Reactant: [O:1]=[C:2]([NH:22][CH2:23][C:24]1[CH:29]=[CH:28][C:27]([C:30]([F:33])([F:32])[F:31])=[CH:26][CH:25]=1)[CH2:3][C:4]1[CH:5]=[C:6]([CH:19]=[CH:20][CH:21]=1)[O:7][CH2:8][C:9]1[CH:18]=[CH:17][CH:16]=[CH:15][C:10]=1[C:11]([O:13]C)=[O:12].[OH-].[Li+]. Product: [O:1]=[C:2]([NH:22][CH2:23][C:24]1[CH:25]=[CH:26][C:27]([C:30]([F:31])([F:32])[F:33])=[CH:28][CH:29]=1)[CH2:3][C:4]1[CH:5]=[C:6]([CH:19]=[CH:20][CH:21]=1)[O:7][CH2:8][C:9]1[CH:18]=[CH:17][CH:16]=[CH:15][C:10]=1[C:11]([OH:13])=[O:12]. The catalyst class is: 20. (3) Reactant: C(N(CC)CC)C.Cl.[CH2:9]([O:16][C:17]1[CH:18]=[C:19]2[C:24](=[CH:25][CH:26]=1)[N:23]=[CH:22][C:21]([NH:27][C:28](=O)[CH2:29][O:30][CH2:31][CH3:32])=[C:20]2[NH:34][CH2:35][CH2:36][CH3:37])[C:10]1[CH:15]=[CH:14][CH:13]=[CH:12][CH:11]=1. Product: [CH2:9]([O:16][C:17]1[CH:26]=[CH:25][C:24]2[N:23]=[CH:22][C:21]3[N:27]=[C:28]([CH2:29][O:30][CH2:31][CH3:32])[N:34]([CH2:35][CH2:36][CH3:37])[C:20]=3[C:19]=2[CH:18]=1)[C:10]1[CH:11]=[CH:12][CH:13]=[CH:14][CH:15]=1. The catalyst class is: 8. (4) Reactant: [C:1]([O:5][C:6](=[O:49])[N:7]([CH2:25][CH:26]([C:28]1[CH:33]=[CH:32][C:31]([O:34][P:35]([O:42][C:43]([CH3:46])([CH3:45])[CH3:44])([O:37][C:38]([CH3:41])([CH3:40])[CH3:39])=[O:36])=[C:30]([CH2:47][OH:48])[CH:29]=1)[OH:27])[CH2:8][CH2:9][CH2:10][CH2:11][CH2:12][CH2:13][O:14][CH2:15][CH2:16][CH2:17][CH2:18][C:19]1[CH:24]=[CH:23][CH:22]=[CH:21][CH:20]=1)([CH3:4])([CH3:3])[CH3:2].CN1C(C)(C)CCCC1(C)C.[CH3:61][S:62](Cl)(=[O:64])=[O:63]. Product: [C:1]([O:5][C:6]([N:7]([CH2:8][CH2:9][CH2:10][CH2:11][CH2:12][CH2:13][O:14][CH2:15][CH2:16][CH2:17][CH2:18][C:19]1[CH:20]=[CH:21][CH:22]=[CH:23][CH:24]=1)[CH2:25][CH:26]([C:28]1[CH:33]=[CH:32][C:31]([O:34][P:35]([O:42][C:43]([CH3:46])([CH3:45])[CH3:44])([O:37][C:38]([CH3:39])([CH3:40])[CH3:41])=[O:36])=[C:30]([CH:29]=1)[CH2:47][O:48][S:62]([CH3:61])(=[O:64])=[O:63])[OH:27])=[O:49])([CH3:2])([CH3:3])[CH3:4]. The catalyst class is: 4. (5) Reactant: Br[C:2]1[N:7]=[C:6]2[N:8](C(=O)C3C=CC=CC=3)[CH:9]=[CH:10][C:5]2=[CH:4][CH:3]=1.O.[C:20]1(B(O)O)[CH:25]=[CH:24][CH:23]=[CH:22][CH:21]=1.C(=O)([O-])[O-].[Na+].[Na+]. Product: [C:20]1([C:2]2[N:7]=[C:6]3[NH:8][CH:9]=[CH:10][C:5]3=[CH:4][CH:3]=2)[CH:25]=[CH:24][CH:23]=[CH:22][CH:21]=1. The catalyst class is: 104. (6) Reactant: [CH3:1][O:2][C:3]1[CH:4]=[C:5]([CH2:11][CH2:12][NH:13][C:14](=O)[CH2:15][C:16]2[CH:25]=[CH:24][C:23]3[C:18](=[CH:19][CH:20]=[CH:21][CH:22]=3)[CH:17]=2)[CH:6]=[CH:7][C:8]=1[O:9][CH3:10].O=P(Cl)(Cl)[Cl:29]. Product: [ClH:29].[CH3:1][O:2][C:3]1[CH:4]=[C:5]2[C:6](=[CH:7][C:8]=1[O:9][CH3:10])[C:14]([CH2:15][C:16]1[CH:25]=[CH:24][C:23]3[C:18](=[CH:19][CH:20]=[CH:21][CH:22]=3)[CH:17]=1)=[N:13][CH2:12][CH2:11]2. The catalyst class is: 22. (7) Reactant: [Br:1][C:2]1[CH:3]=[C:4]([CH3:21])[CH:5]=[C:6]2[C:11]=1[NH:10][CH:9]([C:12]([F:15])([F:14])[F:13])[C:8]([C:16]([O:18]CC)=[O:17])=[CH:7]2.[OH-].[Li+].Cl.C(OCC)C. Product: [Br:1][C:2]1[CH:3]=[C:4]([CH3:21])[CH:5]=[C:6]2[C:11]=1[NH:10][CH:9]([C:12]([F:14])([F:15])[F:13])[C:8]([C:16]([OH:18])=[O:17])=[CH:7]2. The catalyst class is: 364.